This data is from M1 muscarinic receptor antagonist screen with 61,756 compounds. The task is: Binary Classification. Given a drug SMILES string, predict its activity (active/inactive) in a high-throughput screening assay against a specified biological target. (1) The molecule is O(c1c2n(c(cc(=O)c2ccc1)C)CC(=O)Nc1cc(c(cc1)C)C)C. The result is 0 (inactive). (2) The drug is O(c1cc(NC(=O)c2ccc(OC)cc2)ccc1)C. The result is 0 (inactive). (3) The molecule is S1C=2N(CN(C1)c1c(CC)cccc1)C(=O)CC(C2C#N)c1c(OC)cc(OC)c(OC)c1. The result is 0 (inactive). (4) The compound is Clc1cc(c(F)cc1)/C=N\n1c(SC)nnc1. The result is 0 (inactive). (5) The compound is s1c2c(CCCNC2=O)c(c1NC(=O)C)C(OCC)=O. The result is 0 (inactive).